From a dataset of Catalyst prediction with 721,799 reactions and 888 catalyst types from USPTO. Predict which catalyst facilitates the given reaction. (1) Reactant: Br[C:2]1[N:6]2[C:7]3[C:12]([N:13]=[C:14]([CH3:15])[C:5]2=[C:4]([CH3:17])[N:3]=1)=[CH:11][CH:10]=[C:9]([F:16])[CH:8]=3.[CH3:18][C:19]1[CH:23]=[CH:22][S:21][C:20]=1B(O)O.C([O-])([O-])=O.[K+].[K+]. Product: [F:16][C:9]1[CH:8]=[C:7]2[C:12]([N:13]=[C:14]([CH3:15])[C:5]3[N:6]2[C:2]([C:20]2[S:21][CH:22]=[CH:23][C:19]=2[CH3:18])=[N:3][C:4]=3[CH3:17])=[CH:11][CH:10]=1. The catalyst class is: 73. (2) Reactant: CC(C)([O-])C.[K+].[C:7]([C:15]([C:20]1[CH:21]=[CH:22][C:23](=[O:29])[N:24]([CH:26]([CH3:28])[CH3:27])[N:25]=1)=[CH:16]N(C)C)(=O)[C:8]1[CH:13]=[CH:12][CH:11]=[CH:10][CH:9]=1.S([O-])([O-])(=O)=O.[CH3:35][S:36][C:37]([NH2:39])=[NH2+:38].[CH3:35][S:36][C:37]([NH2:39])=[NH2+:38]. Product: [CH:26]([N:24]1[C:23](=[O:29])[CH:22]=[CH:21][C:20]([C:15]2[C:7]([C:8]3[CH:9]=[CH:10][CH:11]=[CH:12][CH:13]=3)=[N:38][C:37]([S:36][CH3:35])=[N:39][CH:16]=2)=[N:25]1)([CH3:28])[CH3:27]. The catalyst class is: 5. (3) Reactant: [C:9](O[C:9]([O:11][C:12]([CH3:15])([CH3:14])[CH3:13])=[O:10])([O:11][C:12]([CH3:15])([CH3:14])[CH3:13])=[O:10].[I:16][C:17]1[C:25]2[C:20](=[N:21][CH:22]=[N:23][C:24]=2[NH2:26])[N:19]([CH:27]2[CH2:32][CH2:31][CH2:30][NH:29][CH2:28]2)[N:18]=1.C(=O)([O-])[O-].[Na+].[Na+]. Product: [NH2:26][C:24]1[N:23]=[CH:22][N:21]=[C:20]2[N:19]([CH:27]3[CH2:32][CH2:31][CH2:30][N:29]([C:9]([O:11][C:12]([CH3:13])([CH3:14])[CH3:15])=[O:10])[CH2:28]3)[N:18]=[C:17]([I:16])[C:25]=12. The catalyst class is: 38. (4) Reactant: [CH2:1]([O:3][C:4]([C:6]1[CH:7]=[N:8][C:9]2[C:14]([C:15]=1OS(C(F)(F)F)(=O)=O)=[CH:13][CH:12]=[C:11]([C:24]([F:27])([F:26])[F:25])[CH:10]=2)=[O:5])[CH3:2].[C:28]([C:30]1[CH:35]=[CH:34][CH:33]=[CH:32][C:31]=1B(O)O)#[N:29].P([O-])([O-])([O-])=O.[K+].[K+].[K+]. Product: [CH2:1]([O:3][C:4]([C:6]1[CH:7]=[N:8][C:9]2[C:14]([C:15]=1[C:32]1[CH:33]=[CH:34][CH:35]=[C:30]([C:28]#[N:29])[CH:31]=1)=[CH:13][CH:12]=[C:11]([C:24]([F:27])([F:26])[F:25])[CH:10]=2)=[O:5])[CH3:2]. The catalyst class is: 660.